This data is from NCI-60 drug combinations with 297,098 pairs across 59 cell lines. The task is: Regression. Given two drug SMILES strings and cell line genomic features, predict the synergy score measuring deviation from expected non-interaction effect. Drug 1: CC1=C2C(C(=O)C3(C(CC4C(C3C(C(C2(C)C)(CC1OC(=O)C(C(C5=CC=CC=C5)NC(=O)OC(C)(C)C)O)O)OC(=O)C6=CC=CC=C6)(CO4)OC(=O)C)OC)C)OC. Drug 2: CC1=C(C(CCC1)(C)C)C=CC(=CC=CC(=CC(=O)O)C)C. Cell line: HCT-15. Synergy scores: CSS=76.8, Synergy_ZIP=24.2, Synergy_Bliss=23.3, Synergy_Loewe=-30.2, Synergy_HSA=23.2.